Dataset: Peptide-MHC class II binding affinity with 134,281 pairs from IEDB. Task: Regression. Given a peptide amino acid sequence and an MHC pseudo amino acid sequence, predict their binding affinity value. This is MHC class II binding data. (1) The MHC is H-2-IAb with pseudo-sequence H-2-IAb. The peptide sequence is NFWTNVKSISPLPSP. The binding affinity (normalized) is 0.553. (2) The peptide sequence is EGTKVTFHVEKGSNP. The MHC is DRB1_0802 with pseudo-sequence DRB1_0802. The binding affinity (normalized) is 0.269. (3) The peptide sequence is RQHGSEEWEPLTKKG. The MHC is HLA-DQA10101-DQB10501 with pseudo-sequence HLA-DQA10101-DQB10501. The binding affinity (normalized) is 0.